Dataset: CYP2D6 inhibition data for predicting drug metabolism from PubChem BioAssay. Task: Regression/Classification. Given a drug SMILES string, predict its absorption, distribution, metabolism, or excretion properties. Task type varies by dataset: regression for continuous measurements (e.g., permeability, clearance, half-life) or binary classification for categorical outcomes (e.g., BBB penetration, CYP inhibition). Dataset: cyp2d6_veith. The molecule is CCOC(=O)N/N=C1/C[C@@H](O)[C@@H](O)[C@@H]2[C@@H]3C(=O)N(CC)C(=O)[C@H]3CC[C@@H]12. The result is 0 (non-inhibitor).